From a dataset of Full USPTO retrosynthesis dataset with 1.9M reactions from patents (1976-2016). Predict the reactants needed to synthesize the given product. Given the product [CH:1]1([C:4]([NH:6][C:7]2[S:11][C:10]3[CH2:12][C:13](=[N:27][OH:28])[CH2:14][CH2:15][C:9]=3[C:8]=2[C:17]([NH2:19])=[O:18])=[O:5])[CH2:3][CH2:2]1, predict the reactants needed to synthesize it. The reactants are: [CH:1]1([C:4]([NH:6][C:7]2[S:11][C:10]3[CH2:12][C:13](=O)[CH2:14][CH2:15][C:9]=3[C:8]=2[C:17]([NH2:19])=[O:18])=[O:5])[CH2:3][CH2:2]1.C([O-])([O-])=O.[K+].[K+].Cl.[NH2:27][OH:28].